From a dataset of NCI-60 drug combinations with 297,098 pairs across 59 cell lines. Regression. Given two drug SMILES strings and cell line genomic features, predict the synergy score measuring deviation from expected non-interaction effect. (1) Drug 1: CC1C(C(=O)NC(C(=O)N2CCCC2C(=O)N(CC(=O)N(C(C(=O)O1)C(C)C)C)C)C(C)C)NC(=O)C3=C4C(=C(C=C3)C)OC5=C(C(=O)C(=C(C5=N4)C(=O)NC6C(OC(=O)C(N(C(=O)CN(C(=O)C7CCCN7C(=O)C(NC6=O)C(C)C)C)C)C(C)C)C)N)C. Drug 2: CC1=C2C(C(=O)C3(C(CC4C(C3C(C(C2(C)C)(CC1OC(=O)C(C(C5=CC=CC=C5)NC(=O)OC(C)(C)C)O)O)OC(=O)C6=CC=CC=C6)(CO4)OC(=O)C)O)C)O. Cell line: HCT116. Synergy scores: CSS=10.2, Synergy_ZIP=0.762, Synergy_Bliss=-2.53, Synergy_Loewe=-22.6, Synergy_HSA=-10.0. (2) Drug 1: CC12CCC(CC1=CCC3C2CCC4(C3CC=C4C5=CN=CC=C5)C)O. Drug 2: CN1C2=C(C=C(C=C2)N(CCCl)CCCl)N=C1CCCC(=O)O.Cl. Cell line: HS 578T. Synergy scores: CSS=6.29, Synergy_ZIP=4.58, Synergy_Bliss=8.20, Synergy_Loewe=3.50, Synergy_HSA=5.33. (3) Drug 1: CN1CCC(CC1)COC2=C(C=C3C(=C2)N=CN=C3NC4=C(C=C(C=C4)Br)F)OC. Drug 2: C1CN1P(=S)(N2CC2)N3CC3. Cell line: NCI-H460. Synergy scores: CSS=21.2, Synergy_ZIP=-14.3, Synergy_Bliss=-12.0, Synergy_Loewe=-19.7, Synergy_HSA=-10.8. (4) Drug 1: C1C(C(OC1N2C=C(C(=O)NC2=O)F)CO)O. Drug 2: C1=CC=C(C(=C1)C(C2=CC=C(C=C2)Cl)C(Cl)Cl)Cl. Cell line: MCF7. Synergy scores: CSS=22.0, Synergy_ZIP=2.96, Synergy_Bliss=5.49, Synergy_Loewe=-19.2, Synergy_HSA=2.53.